Dataset: Reaction yield outcomes from USPTO patents with 853,638 reactions. Task: Predict the reaction yield, written as a fraction of the theoretical maximum amount of product (1.0 means a 100% yield; for example, 0.34 means a 34% yield). (1) The reactants are [Cl:1][C:2]1[N:10]=[CH:9][C:8]([Cl:11])=[CH:7][C:3]=1[C:4]([OH:6])=O.[NH2:12][C@H:13]([C:15]1[CH:27]=[CH:26][C:18]([C:19]([O:21][C:22]([CH3:25])([CH3:24])[CH3:23])=[O:20])=[CH:17][CH:16]=1)[CH3:14].Cl.CN(C)CCCN=C=NCC.O.ON1C2C=CC=CC=2N=N1. The catalyst is ClCCl.C(N(CC)CC)C. The product is [Cl:1][C:2]1[C:3]([C:4]([NH:12][C@H:13]([C:15]2[CH:27]=[CH:26][C:18]([C:19]([O:21][C:22]([CH3:24])([CH3:23])[CH3:25])=[O:20])=[CH:17][CH:16]=2)[CH3:14])=[O:6])=[CH:7][C:8]([Cl:11])=[CH:9][N:10]=1. The yield is 0.700. (2) The reactants are [Br:1][C:2]1[CH:3]=[CH:4][C:5]2[N:6]([CH2:16][CH:17](O)[CH2:18][N:19]([C:32]3[CH:37]=[CH:36][CH:35]=[C:34]([O:38][CH3:39])[CH:33]=3)[S:20]([C:23]3[CH:28]=[CH:27][C:26]([N+:29]([O-:31])=[O:30])=[CH:25][CH:24]=3)(=[O:22])=[O:21])[C:7]3[C:12]([C:13]=2[CH:14]=1)=[CH:11][C:10]([Br:15])=[CH:9][CH:8]=3.C(N(S(F)(F)[F:47])CC)C. No catalyst specified. The product is [Br:1][C:2]1[CH:3]=[CH:4][C:5]2[N:6]([CH2:16][CH:17]([F:47])[CH2:18][N:19]([C:32]3[CH:37]=[CH:36][CH:35]=[C:34]([O:38][CH3:39])[CH:33]=3)[S:20]([C:23]3[CH:28]=[CH:27][C:26]([N+:29]([O-:31])=[O:30])=[CH:25][CH:24]=3)(=[O:22])=[O:21])[C:7]3[C:12]([C:13]=2[CH:14]=1)=[CH:11][C:10]([Br:15])=[CH:9][CH:8]=3. The yield is 1.00. (3) The reactants are [O:1]=[C:2]1[C:11]2[C:6](=[CH:7][CH:8]=[C:9]([C:12]([O:14][CH3:15])=[O:13])[CH:10]=2)[CH:5]=[CH:4][N:3]1[CH2:16][CH2:17][NH:18][C:19]1[CH:24]=[CH:23][CH:22]=[C:21]([N:25]2[CH:29]=[CH:28][CH:27]=[N:26]2)[CH:20]=1.C(N(CC)C(C)C)(C)C.[CH:39]1([C:42](Cl)=[O:43])[CH2:41][CH2:40]1. The product is [CH:39]1([C:42]([N:18]([C:19]2[CH:24]=[CH:23][CH:22]=[C:21]([N:25]3[CH:29]=[CH:28][CH:27]=[N:26]3)[CH:20]=2)[CH2:17][CH2:16][N:3]2[CH:4]=[CH:5][C:6]3[C:11](=[CH:10][C:9]([C:12]([O:14][CH3:15])=[O:13])=[CH:8][CH:7]=3)[C:2]2=[O:1])=[O:43])[CH2:41][CH2:40]1. The catalyst is C(Cl)Cl. The yield is 0.850. (4) The reactants are [Li+].CC([N-]C(C)C)C.[CH2:9]([CH:27]([CH2:31][CH2:32][CH2:33][CH2:34][CH2:35][CH2:36][CH2:37][CH2:38][CH2:39][CH2:40][CH2:41][CH2:42][CH2:43][CH2:44][CH2:45][CH2:46][CH2:47][CH3:48])[C:28]([OH:30])=[O:29])[CH2:10][CH2:11][CH2:12][CH2:13][CH2:14][CH2:15][CH2:16][CH2:17][CH2:18][CH2:19][CH2:20][CH2:21][CH2:22][CH2:23][CH2:24][CH2:25][CH3:26].[CH2:49](Br)[CH2:50][CH2:51][CH2:52][CH2:53][CH2:54][CH2:55][CH2:56][CH2:57][CH2:58][CH2:59][CH2:60][CH2:61][CH2:62][CH2:63][CH2:64][CH2:65][CH3:66]. The catalyst is C1COCC1. The product is [CH2:31]([C:27]([CH2:66][CH2:65][CH2:64][CH2:63][CH2:62][CH2:61][CH2:60][CH2:59][CH2:58][CH2:57][CH2:56][CH2:55][CH2:54][CH2:53][CH2:52][CH2:51][CH2:50][CH3:49])([CH2:9][CH2:10][CH2:11][CH2:12][CH2:13][CH2:14][CH2:15][CH2:16][CH2:17][CH2:18][CH2:19][CH2:20][CH2:21][CH2:22][CH2:23][CH2:24][CH2:25][CH3:26])[C:28]([OH:30])=[O:29])[CH2:32][CH2:33][CH2:34][CH2:35][CH2:36][CH2:37][CH2:38][CH2:39][CH2:40][CH2:41][CH2:42][CH2:43][CH2:44][CH2:45][CH2:46][CH2:47][CH3:48]. The yield is 0.680. (5) The reactants are [CH:1]1([N:6]2[C:10]3[N:11]=[C:12]([NH:15][C:16]4[CH:24]=[CH:23][C:19]([C:20](O)=[O:21])=[CH:18][N:17]=4)[N:13]=[CH:14][C:9]=3[CH:8]=[C:7]2[C:25](=[O:29])[N:26]([CH3:28])[CH3:27])[CH2:5][CH2:4][CH2:3][CH2:2]1.[C:30]([O:34][C:35]([N:37]1[CH:43]2[CH2:44][CH2:45][CH:38]1[CH2:39][NH:40][CH2:41][CH2:42]2)=[O:36])([CH3:33])([CH3:32])[CH3:31]. No catalyst specified. The product is [C:30]([O:34][C:35]([N:37]1[CH:43]2[CH2:44][CH2:45][CH:38]1[CH2:39][N:40]([C:20]([C:19]1[CH:18]=[N:17][C:16]([NH:15][C:12]3[N:13]=[CH:14][C:9]4[CH:8]=[C:7]([C:25](=[O:29])[N:26]([CH3:28])[CH3:27])[N:6]([CH:1]5[CH2:5][CH2:4][CH2:3][CH2:2]5)[C:10]=4[N:11]=3)=[CH:24][CH:23]=1)=[O:21])[CH2:41][CH2:42]2)=[O:36])([CH3:33])([CH3:31])[CH3:32]. The yield is 0.850.